Dataset: Catalyst prediction with 721,799 reactions and 888 catalyst types from USPTO. Task: Predict which catalyst facilitates the given reaction. Reactant: [CH3:1][C:2]1[N+:7]([O-:8])=[N:6][C:5]([NH:9][CH3:10])=[C:4]([N+:11]([O-])=O)[C:3]=1[CH2:14][CH2:15][CH3:16]. Product: [NH2:11][C:4]1[C:3]([CH2:14][CH2:15][CH3:16])=[C:2]([CH3:1])[N+:7]([O-:8])=[N:6][C:5]=1[NH:9][CH3:10]. The catalyst class is: 50.